This data is from Catalyst prediction with 721,799 reactions and 888 catalyst types from USPTO. The task is: Predict which catalyst facilitates the given reaction. Reactant: [NH2:1][C:2]1[C:3](Cl)=[N:4][C:5]2[C:10]([N:11]=1)=[CH:9][C:8]([Cl:12])=[CH:7][CH:6]=2.[CH3:14][O-:15].[Na+]. The catalyst class is: 83. Product: [NH2:1][C:2]1[C:3]([O:15][CH3:14])=[N:4][C:5]2[C:10]([N:11]=1)=[CH:9][C:8]([Cl:12])=[CH:7][CH:6]=2.